From a dataset of NCI-60 drug combinations with 297,098 pairs across 59 cell lines. Regression. Given two drug SMILES strings and cell line genomic features, predict the synergy score measuring deviation from expected non-interaction effect. (1) Drug 1: CN1CCC(CC1)COC2=C(C=C3C(=C2)N=CN=C3NC4=C(C=C(C=C4)Br)F)OC. Drug 2: C1CN(CCN1C(=O)CCBr)C(=O)CCBr. Cell line: HT29. Synergy scores: CSS=8.76, Synergy_ZIP=-6.26, Synergy_Bliss=-2.48, Synergy_Loewe=-4.91, Synergy_HSA=-3.72. (2) Drug 1: CC1=CC=C(C=C1)C2=CC(=NN2C3=CC=C(C=C3)S(=O)(=O)N)C(F)(F)F. Drug 2: CCC1(C2=C(COC1=O)C(=O)N3CC4=CC5=C(C=CC(=C5CN(C)C)O)N=C4C3=C2)O.Cl. Cell line: CAKI-1. Synergy scores: CSS=15.6, Synergy_ZIP=-1.93, Synergy_Bliss=2.72, Synergy_Loewe=-31.9, Synergy_HSA=-3.07.